Dataset: Forward reaction prediction with 1.9M reactions from USPTO patents (1976-2016). Task: Predict the product of the given reaction. (1) Given the reactants [NH2:1][C@H:2]([C:13]1[CH:18]=[CH:17][CH:16]=[CH:15][CH:14]=1)[CH2:3][NH:4][C:5]([CH:7]1[CH2:12][CH2:11][O:10][CH2:9][CH2:8]1)=O.B.C1COCC1.CO, predict the reaction product. The product is: [C:13]1([C@@H:2]([NH2:1])[CH2:3][NH:4][CH2:5][CH:7]2[CH2:12][CH2:11][O:10][CH2:9][CH2:8]2)[CH:14]=[CH:15][CH:16]=[CH:17][CH:18]=1. (2) Given the reactants [CH2:1]([N:8]([C:15]([C:17]1([CH2:20][NH:21][C:22]([O:24]C(C)(C)C)=O)[CH2:19][CH2:18]1)=[O:16])[C@H:9](C(OC)=O)[CH3:10])[C:2]1[CH:7]=[CH:6][CH:5]=[CH:4][CH:3]=1.C[Al](C)C, predict the reaction product. The product is: [CH2:1]([N:8]1[C@@H:9]([CH3:10])[C:22](=[O:24])[NH:21][CH2:20][C:17]2([CH2:19][CH2:18]2)[C:15]1=[O:16])[C:2]1[CH:7]=[CH:6][CH:5]=[CH:4][CH:3]=1. (3) Given the reactants [CH2:1]1[CH2:9][CH2:8][CH2:7][C:6]2[N:5]3[CH:10]=[CH:11][CH:12]=[CH:13][C:4]3=[CH:3][C:2]1=2.[CH2:14]([NH2:16])[CH3:15], predict the reaction product. The product is: [CH2:1]1[CH2:9][CH2:8][CH2:7][C:6]2[N:5]3[CH:10]=[CH:11][CH:12]=[CH:13][C:4]3=[C:3]([CH2:15][CH2:14][NH2:16])[C:2]1=2. (4) The product is: [ClH:19].[CH:20]1([CH2:23][N:24]2[CH2:29][CH2:28][CH:27]([NH:30][S:16]([C:14]3[S:15][C:11]([C:5]4[CH:4]=[C:3]([CH2:1][CH3:2])[C:8](=[O:9])[NH:7][C:6]=4[CH3:10])=[CH:12][CH:13]=3)(=[O:18])=[O:17])[CH2:26][CH2:25]2)[CH2:21][CH2:22]1. Given the reactants [CH2:1]([C:3]1[C:8](=[O:9])[NH:7][C:6]([CH3:10])=[C:5]([C:11]2[S:15][C:14]([S:16]([Cl:19])(=[O:18])=[O:17])=[CH:13][CH:12]=2)[CH:4]=1)[CH3:2].[CH:20]1([CH2:23][N:24]2[CH2:29][CH2:28][CH:27]([NH2:30])[CH2:26][CH2:25]2)[CH2:22][CH2:21]1, predict the reaction product. (5) The product is: [S:1]1[CH:5]=[CH:4][C:3]([C:6]2[CH:11]=[CH:10][C:9]([NH2:12])=[CH:8][CH:7]=2)=[CH:2]1. Given the reactants [S:1]1[CH:5]=[CH:4][C:3]([C:6]2[CH:11]=[CH:10][C:9]([NH:12]C(=O)C)=[CH:8][CH:7]=2)=[CH:2]1.[OH-].[Na+].CO, predict the reaction product.